Predict the product of the given reaction. From a dataset of Forward reaction prediction with 1.9M reactions from USPTO patents (1976-2016). (1) Given the reactants [F:1][C:2]1[CH:8]=[C:7]([O:9][C:10]2[CH:15]=[CH:14][N:13]=[C:12]([C:16]3[CH:17]=[N:18][N:19]([CH3:21])[CH:20]=3)[CH:11]=2)[CH:6]=[CH:5][C:3]=1[NH2:4].[O:22]=[C:23]1[N:27]([CH:28]2[CH2:33][CH2:32][O:31][CH2:30][CH2:29]2)[CH2:26][CH2:25][N:24]1[C:34](Cl)=[O:35].O, predict the reaction product. The product is: [F:1][C:2]1[CH:8]=[C:7]([O:9][C:10]2[CH:15]=[CH:14][N:13]=[C:12]([C:16]3[CH:17]=[N:18][N:19]([CH3:21])[CH:20]=3)[CH:11]=2)[CH:6]=[CH:5][C:3]=1[NH:4][C:34]([N:24]1[CH2:25][CH2:26][N:27]([CH:28]2[CH2:33][CH2:32][O:31][CH2:30][CH2:29]2)[C:23]1=[O:22])=[O:35]. (2) Given the reactants [ClH:1].C(OC([N:9]1[CH2:14][CH2:13][CH:12]([CH2:15][CH:16]([N:31]([CH3:33])[CH3:32])[CH2:17][CH:18]2[CH2:23][CH2:22][N:21](C(OC(C)(C)C)=O)[CH2:20][CH2:19]2)[CH2:11][CH2:10]1)=O)(C)(C)C, predict the reaction product. The product is: [ClH:1].[ClH:1].[ClH:1].[NH:9]1[CH2:14][CH2:13][CH:12]([CH2:15][CH:16]([N:31]([CH3:33])[CH3:32])[CH2:17][CH:18]2[CH2:19][CH2:20][NH:21][CH2:22][CH2:23]2)[CH2:11][CH2:10]1. (3) Given the reactants [H-].[Na+].[C:3](#[N:5])[CH3:4].[F:6][C:7]([F:14])([F:13])[C:8](OCC)=[O:9], predict the reaction product. The product is: [F:6][C:7]([F:14])([F:13])[C:8](=[O:9])[CH2:4][C:3]#[N:5]. (4) Given the reactants Br[C:2]1[CH:7]=[CH:6][C:5]([C:8]([N:10]2[CH2:15][CH2:14][N:13]([C:16]3[C:21]([CH3:22])=[CH:20][C:19]([CH:23]4[CH2:25][CH2:24]4)=[CH:18][N:17]=3)[CH2:12][CH2:11]2)=[O:9])=[C:4]([F:26])[CH:3]=1.[CH3:27][N:28]1[C:32](=[O:33])[C:31]([CH3:35])([CH3:34])[NH:30][C:29]1=[O:36], predict the reaction product. The product is: [CH:23]1([C:19]2[CH:20]=[C:21]([CH3:22])[C:16]([N:13]3[CH2:14][CH2:15][N:10]([C:8]([C:5]4[CH:6]=[CH:7][C:2]([N:30]5[C:31]([CH3:35])([CH3:34])[C:32](=[O:33])[N:28]([CH3:27])[C:29]5=[O:36])=[CH:3][C:4]=4[F:26])=[O:9])[CH2:11][CH2:12]3)=[N:17][CH:18]=2)[CH2:25][CH2:24]1.